Predict the reaction yield, written as a fraction of the theoretical maximum amount of product (1.0 means a 100% yield; for example, 0.34 means a 34% yield). From a dataset of Reaction yield outcomes from USPTO patents with 853,638 reactions. (1) The reactants are C1([NH:7][C:8]([C:10]2[C:11](=[O:31])[N:12]([CH2:22][C:23]3[CH:28]=[CH:27][C:26]([O:29][CH3:30])=[CH:25][CH:24]=3)[C:13]3[C:18]([C:19]=2O)=[CH:17][C:16]([Cl:21])=[CH:15][N:14]=3)=O)CCCCC1.C(N(CC)CC)C.O=P(Cl)(Cl)[Cl:41]. No catalyst specified. The product is [Cl:41][C:19]1[C:18]2[C:13](=[N:14][CH:15]=[C:16]([Cl:21])[CH:17]=2)[N:12]([CH2:22][C:23]2[CH:28]=[CH:27][C:26]([O:29][CH3:30])=[CH:25][CH:24]=2)[C:11](=[O:31])[C:10]=1[C:8]#[N:7]. The yield is 0.950. (2) The yield is 0.680. The reactants are [F:1][C:2]1[CH:3]=[C:4]([NH2:30])[CH:5]=[CH:6][C:7]=1[O:8][C:9]1[C:18]2[C:13](=[CH:14][C:15]([O:21][CH2:22][CH:23]3[CH2:28][CH2:27][N:26]([CH3:29])[CH2:25][CH2:24]3)=[C:16]([O:19][CH3:20])[CH:17]=2)[N:12]=[CH:11][CH:10]=1.CCN(CC)CC.[C:38]([O:43]CC)(=O)[C:39]([NH2:41])=[O:40].[CH2:46](N)[CH2:47][C:48]1[CH:53]=[CH:52][CH:51]=[CH:50][CH:49]=1. The product is [F:1][C:2]1[CH:3]=[C:4]([NH:30][C:38](=[O:43])[C:39]([NH:41][CH2:46][CH2:47][C:48]2[CH:53]=[CH:52][CH:51]=[CH:50][CH:49]=2)=[O:40])[CH:5]=[CH:6][C:7]=1[O:8][C:9]1[C:18]2[C:13](=[CH:14][C:15]([O:21][CH2:22][CH:23]3[CH2:28][CH2:27][N:26]([CH3:29])[CH2:25][CH2:24]3)=[C:16]([O:19][CH3:20])[CH:17]=2)[N:12]=[CH:11][CH:10]=1. The catalyst is C(Cl)Cl. (3) The reactants are N.[C:2]([O:6][C:7]([N:9]1[CH2:14][CH2:13][CH2:12][CH2:11][C@H:10]1[C:15]([OH:17])=O)=[O:8])([CH3:5])([CH3:4])[CH3:3].C1C[N:21]([P+](ON2N=NC3C=CC=CC2=3)(N2CCCC2)N2CCCC2)CC1.F[P-](F)(F)(F)(F)F. The catalyst is CN(C=O)C. The product is [C:2]([O:6][C:7]([N:9]1[CH2:14][CH2:13][CH2:12][CH2:11][C@H:10]1[C:15](=[O:17])[NH2:21])=[O:8])([CH3:5])([CH3:4])[CH3:3]. The yield is 0.950. (4) The reactants are [CH2:1]([O:3][C:4]([CH:6]1[CH2:11][CH2:10][N:9]([C:12]([O:14][CH2:15][C:16]2[CH:21]=[CH:20][CH:19]=[CH:18][CH:17]=2)=[O:13])[CH2:8][CH2:7]1)=[O:5])[CH3:2].C[Si]([N-][Si](C)(C)C)(C)C.[Li+].[Si:32]([O:39][CH2:40][CH:41]=[O:42])([C:35]([CH3:38])([CH3:37])[CH3:36])([CH3:34])[CH3:33]. The catalyst is O1CCCC1. The product is [CH2:1]([O:3][C:4]([C:6]1([CH:41]([OH:42])[CH2:40][O:39][Si:32]([C:35]([CH3:37])([CH3:36])[CH3:38])([CH3:33])[CH3:34])[CH2:7][CH2:8][N:9]([C:12]([O:14][CH2:15][C:16]2[CH:17]=[CH:18][CH:19]=[CH:20][CH:21]=2)=[O:13])[CH2:10][CH2:11]1)=[O:5])[CH3:2]. The yield is 0.780.